From a dataset of Full USPTO retrosynthesis dataset with 1.9M reactions from patents (1976-2016). Predict the reactants needed to synthesize the given product. (1) Given the product [CH2:38]([O:33][P:30]([CH2:29][CH2:28][NH:27][CH2:26][C:23]([CH3:24])=[CH:22][CH2:21][C:4]1[C:5]([O:14][CH2:15][CH2:16][Si:17]([CH3:19])([CH3:18])[CH3:20])=[C:6]2[C:10](=[C:11]([CH3:12])[C:3]=1[CH2:1][CH3:2])[CH2:9][O:8][C:7]2=[O:13])(=[O:32])[O:31][CH2:34][CH3:35])[CH3:39], predict the reactants needed to synthesize it. The reactants are: [CH2:1]([C:3]1[C:11]([CH3:12])=[C:10]2[C:6]([C:7](=[O:13])[O:8][CH2:9]2)=[C:5]([O:14][CH2:15][CH2:16][Si:17]([CH3:20])([CH3:19])[CH3:18])[C:4]=1[CH2:21][CH:22]=[C:23]([CH3:26])[CH:24]=O)[CH3:2].[NH2:27][CH2:28][CH2:29][P:30](=[O:33])([OH:32])[OH:31].[C:34](O)(=O)[CH3:35].[C:38](O[BH-](OC(=O)C)OC(=O)C)(=O)[CH3:39].[Na+]. (2) Given the product [O:1]1[C:5]2([CH2:10][CH2:9][CH:8]([CH2:11][O:12][C:15]3[C:14]([Cl:13])=[CH:26][C:18]([C:19]([O:21][C:22]([CH3:23])([CH3:24])[CH3:25])=[O:20])=[C:17]([F:27])[CH:16]=3)[CH2:7][CH2:6]2)[O:4][CH2:3][CH2:2]1, predict the reactants needed to synthesize it. The reactants are: [O:1]1[C:5]2([CH2:10][CH2:9][CH:8]([CH2:11][OH:12])[CH2:7][CH2:6]2)[O:4][CH2:3][CH2:2]1.[Cl:13][C:14]1[C:15](F)=[CH:16][C:17]([F:27])=[C:18]([CH:26]=1)[C:19]([O:21][C:22]([CH3:25])([CH3:24])[CH3:23])=[O:20].C(=O)([O-])[O-].[Cs+].[Cs+].C(OCC)(=O)C. (3) Given the product [CH3:16][O:15][C:13](=[O:14])[C@@H:2]([NH:1][CH2:17][C:18]1[CH:23]=[CH:22][CH:21]=[CH:20][CH:19]=1)[CH2:3][C:4]1[CH:5]=[CH:6][C:7]([N+:10]([O-:12])=[O:11])=[CH:8][CH:9]=1, predict the reactants needed to synthesize it. The reactants are: [NH2:1][C@H:2]([C:13]([O:15][CH3:16])=[O:14])[CH2:3][C:4]1[CH:9]=[CH:8][C:7]([N+:10]([O-:12])=[O:11])=[CH:6][CH:5]=1.[CH:17](=O)[C:18]1[CH:23]=[CH:22][CH:21]=[CH:20][CH:19]=1.[BH4-].[Na+].